Dataset: Full USPTO retrosynthesis dataset with 1.9M reactions from patents (1976-2016). Task: Predict the reactants needed to synthesize the given product. (1) Given the product [CH2:1]([C:8]1[C:17]2[C:12](=[CH:13][CH:14]=[CH:15][CH:16]=2)[C:11]([N:18]2[CH2:23][CH2:22][N:21]([C:25]3[CH:30]=[CH:29][C:28]([C:31]([F:34])([F:33])[F:32])=[CH:27][CH:26]=3)[CH2:20][CH2:19]2)=[N:10][N:9]=1)[C:2]1[CH:3]=[CH:4][CH:5]=[CH:6][CH:7]=1, predict the reactants needed to synthesize it. The reactants are: [CH2:1]([C:8]1[C:17]2[C:12](=[CH:13][CH:14]=[CH:15][CH:16]=2)[C:11]([N:18]2[CH2:23][CH2:22][NH:21][CH2:20][CH2:19]2)=[N:10][N:9]=1)[C:2]1[CH:7]=[CH:6][CH:5]=[CH:4][CH:3]=1.Br[C:25]1[CH:30]=[CH:29][C:28]([C:31]([F:34])([F:33])[F:32])=[CH:27][CH:26]=1.CC(C)([O-])C.[K+].CC(C1C=C(C(C)C)C(C2C=CC=CC=2P(C2CCCCC2)C2CCCCC2)=C(C(C)C)C=1)C. (2) Given the product [Cl:1][C:2]1[CH:9]=[CH:8][C:5]([CH2:6][NH:7][C:24]([C:21]2[C:20](=[O:29])[N:19]3[CH:30]=[C:15]([I:14])[CH:16]=[CH:17][C:18]3=[N:23][CH:22]=2)=[O:25])=[CH:4][CH:3]=1, predict the reactants needed to synthesize it. The reactants are: [Cl:1][C:2]1[CH:9]=[CH:8][C:5]([CH2:6][NH2:7])=[CH:4][CH:3]=1.C[Al](C)C.[I:14][C:15]1[CH:16]=[CH:17][C:18]2[N:19]([CH:30]=1)[C:20](=[O:29])[C:21]([C:24](OCC)=[O:25])=[CH:22][N:23]=2.Cl. (3) Given the product [CH2:3]([N:10]1[CH2:15][CH2:14][CH:13]([OH:16])[C:12]([CH3:18])([CH3:17])[CH2:11]1)[C:4]1[CH:5]=[CH:6][CH:7]=[CH:8][CH:9]=1, predict the reactants needed to synthesize it. The reactants are: [BH4-].[Na+].[CH2:3]([N:10]1[CH2:15][CH2:14][C:13](=[O:16])[C:12]([CH3:18])([CH3:17])[CH2:11]1)[C:4]1[CH:9]=[CH:8][CH:7]=[CH:6][CH:5]=1.